Dataset: Catalyst prediction with 721,799 reactions and 888 catalyst types from USPTO. Task: Predict which catalyst facilitates the given reaction. (1) Reactant: [O:1]=[S:2]1(=[O:28])[CH2:7][CH2:6][N:5]([CH2:8][CH2:9][N:10]([CH2:23][CH2:24][CH2:25][O:26][CH3:27])S(C2C=CC=CC=2[N+]([O-])=O)(=O)=O)[CH2:4][CH2:3]1.C1(S)C=CC=CC=1.C(=O)([O-])[O-].[K+].[K+]. Product: [O:28]=[S:2]1(=[O:1])[CH2:3][CH2:4][N:5]([CH2:8][CH2:9][NH:10][CH2:23][CH2:24][CH2:25][O:26][CH3:27])[CH2:6][CH2:7]1. The catalyst class is: 115. (2) Reactant: [N:1]1[C:8]([NH2:9])=[N:7][C:5]([NH2:6])=[N:4][C:2]=1[NH2:3].[ClH:10].NC(N)=O. Product: [ClH:10].[N:1]1[C:8]([NH2:9])=[N:7][C:5]([NH2:6])=[N:4][C:2]=1[NH2:3]. The catalyst class is: 6. (3) The catalyst class is: 1. Reactant: [OH:1][C:2]1[CH:7]=[CH:6][C:5]([CH2:8][C:9]#[N:10])=[CH:4][C:3]=1[O:11][CH3:12].[CH:13]1([CH2:18][CH2:19][CH2:20]O)[CH2:17][CH2:16][CH2:15][CH2:14]1.C1(P(C2C=CC=CC=2)C2C=CC=CC=2)C=CC=CC=1.CC(OC(/N=N/C(OC(C)C)=O)=O)C. Product: [CH:13]1([CH2:18][CH2:19][CH2:20][O:1][C:2]2[CH:7]=[CH:6][C:5]([CH2:8][C:9]#[N:10])=[CH:4][C:3]=2[O:11][CH3:12])[CH2:17][CH2:16][CH2:15][CH2:14]1. (4) Reactant: C(=O)([O-])[O-].[Na+].[Na+].[Cl:7][C:8]1[N:13]=[C:12](Cl)[CH:11]=[C:10]([CH3:15])[N:9]=1.[NH2:16][C:17]1[NH:21][N:20]=[C:19]([CH3:22])[CH:18]=1. Product: [Cl:7][C:8]1[N:13]=[C:12]([NH:16][C:17]2[CH:18]=[C:19]([CH3:22])[NH:20][N:21]=2)[CH:11]=[C:10]([CH3:15])[N:9]=1. The catalyst class is: 8. (5) Reactant: [Cl:1][C:2]([Cl:28])([Cl:27])[CH2:3][O:4][C:5](=[O:26])[NH:6][C:7]1[CH:12]=[CH:11][C:10]([S:13][C:14]2[CH:19]=[CH:18][C:17]([C:20](Cl)=[O:21])=[CH:16][C:15]=2[N+:23]([O-:25])=[O:24])=[CH:9][CH:8]=1.[Cl:29][C:30]1[CH:35]=[C:34]([CH3:36])[C:33]([NH2:37])=[C:32]([CH3:38])[CH:31]=1. Product: [Cl:1][C:2]([Cl:28])([Cl:27])[CH2:3][O:4][C:5](=[O:26])[NH:6][C:7]1[CH:12]=[CH:11][C:10]([S:13][C:14]2[CH:19]=[CH:18][C:17]([C:20](=[O:21])[NH:37][C:33]3[C:34]([CH3:36])=[CH:35][C:30]([Cl:29])=[CH:31][C:32]=3[CH3:38])=[CH:16][C:15]=2[N+:23]([O-:25])=[O:24])=[CH:9][CH:8]=1. The catalyst class is: 11.